Dataset: Catalyst prediction with 721,799 reactions and 888 catalyst types from USPTO. Task: Predict which catalyst facilitates the given reaction. (1) Reactant: [C:1]([O:5][C:6]([C:8]1[C:12]([CH3:13])=[C:11]([C:14](=[O:24])[NH:15][CH2:16]CCCCCCC)[S:10][C:9]=1[NH:25][C:26]([NH:28][CH2:29][CH2:30][CH2:31][CH2:32][CH2:33][CH2:34][CH2:35][CH3:36])=[O:27])=[O:7])([CH3:4])([CH3:3])[CH3:2].[CH3:37]NC.O.C(Cl)(Cl)Cl. Product: [C:1]([O:5][C:6]([C:8]1[C:12]([CH3:13])=[C:11]([C:14](=[O:24])[N:15]([CH3:16])[CH3:37])[S:10][C:9]=1[NH:25][C:26]([NH:28][CH2:29][CH2:30][CH2:31][CH2:32][CH2:33][CH2:34][CH2:35][CH3:36])=[O:27])=[O:7])([CH3:3])([CH3:2])[CH3:4]. The catalyst class is: 5. (2) Reactant: [Cl:1][C:2]1[C:7](=[O:8])[N:6]([CH2:9][C:10]([NH:12][CH2:13][C:14]2[CH:19]=[CH:18][N:17]=[CH:16][C:15]=2[OH:20])=[O:11])[N:5]=[CH:4][C:3]=1[NH:21][C@@H:22]1[CH2:27][C@@H:26]2[CH2:28][C@@H:24]([C:25]2([CH3:30])[CH3:29])[C@H:23]1[CH3:31].[CH3:32][CH:33](O)[CH3:34].C1(P(C2C=CC=CC=2)C2C=CC=CC=2)C=CC=CC=1.N(C(OCC)=O)=NC(OCC)=O.C1(C)C=CC=CC=1. Product: [Cl:1][C:2]1[C:7](=[O:8])[N:6]([CH2:9][C:10]([NH:12][CH2:13][C:14]2[CH:19]=[CH:18][N:17]=[CH:16][C:15]=2[O:20][CH:33]([CH3:34])[CH3:32])=[O:11])[N:5]=[CH:4][C:3]=1[NH:21][C@@H:22]1[CH2:27][C@@H:26]2[CH2:28][C@@H:24]([C:25]2([CH3:30])[CH3:29])[C@H:23]1[CH3:31]. The catalyst class is: 7. (3) Reactant: [CH2:1]([O:8][CH2:9][CH2:10][CH2:11][C@H:12]1[CH2:16][CH2:15][N:14]([C:17]2[CH:18]=[N:19][CH:20]=[C:21]([O:23][CH2:24][C@@H:25]3[CH2:29][CH2:28][CH2:27][N:26]3C(OC(C)(C)C)=O)[CH:22]=2)[CH2:13]1)[C:2]1[CH:7]=[CH:6][CH:5]=[CH:4][CH:3]=1.C(O)(C(F)(F)F)=O. Product: [CH2:1]([O:8][CH2:9][CH2:10][CH2:11][C@H:12]1[CH2:16][CH2:15][N:14]([C:17]2[CH:18]=[N:19][CH:20]=[C:21]([O:23][CH2:24][C@@H:25]3[CH2:29][CH2:28][CH2:27][NH:26]3)[CH:22]=2)[CH2:13]1)[C:2]1[CH:3]=[CH:4][CH:5]=[CH:6][CH:7]=1. The catalyst class is: 34. (4) Reactant: [F:1][C:2]1[CH:9]=[C:8](F)[CH:7]=[CH:6][C:3]=1[C:4]#[N:5].[NH2:11][C@H:12]1[CH2:17][CH2:16][C@H:15]([OH:18])[CH2:14][CH2:13]1. Product: [F:1][C:2]1[CH:9]=[C:8]([NH:11][C@H:12]2[CH2:17][CH2:16][C@H:15]([OH:18])[CH2:14][CH2:13]2)[CH:7]=[CH:6][C:3]=1[C:4]#[N:5]. The catalyst class is: 17. (5) Reactant: [Br:1][C:2]1[CH:3]=[C:4]2[C:9](=[C:10]([CH3:12])[CH:11]=1)[NH:8][C:7](=[O:13])[N:6]([CH:14]([CH3:16])[CH3:15])[C:5]2=[O:17].[H-].[Na+].[Br:20][C:21]1[CH:25]=[C:24]([C:26](O)=[O:27])[N:23]([C:29]2[C:34]([Cl:35])=[CH:33][CH:32]=[CH:31][N:30]=2)[N:22]=1.C(Cl)(=O)C(Cl)=O. Product: [Br:1][C:2]1[CH:3]=[C:4]2[C:9](=[C:10]([CH3:12])[CH:11]=1)[N:8]([C:26]([C:24]1[N:23]([C:29]3[C:34]([Cl:35])=[CH:33][CH:32]=[CH:31][N:30]=3)[N:22]=[C:21]([Br:20])[CH:25]=1)=[O:27])[C:7](=[O:13])[N:6]([CH:14]([CH3:15])[CH3:16])[C:5]2=[O:17]. The catalyst class is: 204.